This data is from Catalyst prediction with 721,799 reactions and 888 catalyst types from USPTO. The task is: Predict which catalyst facilitates the given reaction. (1) Reactant: CS(O[CH2:6][C:7]1[CH:12]=[CH:11][CH:10]=[C:9]([CH2:13][O:14][C:15]2[C:24]3[C:19](=[CH:20][CH:21]=[CH:22][CH:23]=3)[C:18]([Cl:25])=[N:17][N:16]=2)[N:8]=1)(=O)=O.CN(C=O)C.[CH2:31]([NH2:39])[CH2:32][C:33]1[CH:38]=[CH:37][CH:36]=[CH:35][CH:34]=1. Product: [Cl:25][C:18]1[C:19]2[C:24](=[CH:23][CH:22]=[CH:21][CH:20]=2)[C:15]([O:14][CH2:13][C:9]2[N:8]=[C:7]([CH2:6][NH:39][CH2:31][CH2:32][C:33]3[CH:38]=[CH:37][CH:36]=[CH:35][CH:34]=3)[CH:12]=[CH:11][CH:10]=2)=[N:16][N:17]=1. The catalyst class is: 33. (2) Reactant: [NH2:1][C:2]1[CH:3]2[C:10]([C:11]3[CH:16]=[CH:15][C:14]([CH3:17])=[CH:13][CH:12]=3)=[N:9][N:8]([C:18]3[CH:19]=[C:20]([CH:24]=[CH:25][CH:26]=3)[C:21](O)=[O:22])[CH:4]2[N:5]=[CH:6][N:7]=1.[CH2:27]([O:29][P:30]([C:35]1[CH:40]=[CH:39][C:38]([CH2:41][NH2:42])=[CH:37][C:36]=1[P:43]([O:48][CH2:49][CH3:50])([O:45][CH2:46][CH3:47])=[O:44])(=[O:34])[O:31][CH2:32][CH3:33])[CH3:28].C1C=CC2N(O)N=NC=2C=1.CCN=C=NCCCN(C)C.Cl. Product: [CH2:27]([O:29][P:30]([C:35]1[CH:40]=[CH:39][C:38]([CH2:41][NH:42][C:21](=[O:22])[C:20]2[CH:24]=[CH:25][CH:26]=[C:18]([N:8]3[C:4]4=[N:5][CH:6]=[N:7][C:2]([NH2:1])=[C:3]4[C:10]([C:11]4[CH:16]=[CH:15][C:14]([CH3:17])=[CH:13][CH:12]=4)=[N:9]3)[CH:19]=2)=[CH:37][C:36]=1[P:43]([O:48][CH2:49][CH3:50])([O:45][CH2:46][CH3:47])=[O:44])(=[O:34])[O:31][CH2:32][CH3:33])[CH3:28]. The catalyst class is: 3.